This data is from NCI-60 drug combinations with 297,098 pairs across 59 cell lines. The task is: Regression. Given two drug SMILES strings and cell line genomic features, predict the synergy score measuring deviation from expected non-interaction effect. (1) Drug 1: C1CCC(C1)C(CC#N)N2C=C(C=N2)C3=C4C=CNC4=NC=N3. Drug 2: CC12CCC3C(C1CCC2=O)CC(=C)C4=CC(=O)C=CC34C. Cell line: LOX IMVI. Synergy scores: CSS=33.6, Synergy_ZIP=-0.280, Synergy_Bliss=-4.67, Synergy_Loewe=-3.35, Synergy_HSA=-3.28. (2) Drug 1: CC1C(C(=O)NC(C(=O)N2CCCC2C(=O)N(CC(=O)N(C(C(=O)O1)C(C)C)C)C)C(C)C)NC(=O)C3=C4C(=C(C=C3)C)OC5=C(C(=O)C(=C(C5=N4)C(=O)NC6C(OC(=O)C(N(C(=O)CN(C(=O)C7CCCN7C(=O)C(NC6=O)C(C)C)C)C)C(C)C)C)N)C. Drug 2: C1CNP(=O)(OC1)N(CCCl)CCCl. Cell line: MDA-MB-231. Synergy scores: CSS=14.5, Synergy_ZIP=-5.87, Synergy_Bliss=-0.866, Synergy_Loewe=-21.9, Synergy_HSA=-1.49. (3) Drug 1: CCC1(CC2CC(C3=C(CCN(C2)C1)C4=CC=CC=C4N3)(C5=C(C=C6C(=C5)C78CCN9C7C(C=CC9)(C(C(C8N6C)(C(=O)OC)O)OC(=O)C)CC)OC)C(=O)OC)O.OS(=O)(=O)O. Drug 2: C1=CC=C(C=C1)NC(=O)CCCCCCC(=O)NO. Cell line: UACC62. Synergy scores: CSS=28.0, Synergy_ZIP=0.280, Synergy_Bliss=1.98, Synergy_Loewe=-6.67, Synergy_HSA=-7.64. (4) Drug 1: CC1=C(C(=CC=C1)Cl)NC(=O)C2=CN=C(S2)NC3=CC(=NC(=N3)C)N4CCN(CC4)CCO. Drug 2: CCC1(CC2CC(C3=C(CCN(C2)C1)C4=CC=CC=C4N3)(C5=C(C=C6C(=C5)C78CCN9C7C(C=CC9)(C(C(C8N6C)(C(=O)OC)O)OC(=O)C)CC)OC)C(=O)OC)O.OS(=O)(=O)O. Cell line: U251. Synergy scores: CSS=-3.84, Synergy_ZIP=0.0377, Synergy_Bliss=-1.08, Synergy_Loewe=-4.46, Synergy_HSA=-4.27. (5) Drug 1: COC1=C(C=C2C(=C1)N=CN=C2NC3=CC(=C(C=C3)F)Cl)OCCCN4CCOCC4. Drug 2: CCC1(CC2CC(C3=C(CCN(C2)C1)C4=CC=CC=C4N3)(C5=C(C=C6C(=C5)C78CCN9C7C(C=CC9)(C(C(C8N6C)(C(=O)OC)O)OC(=O)C)CC)OC)C(=O)OC)O.OS(=O)(=O)O. Cell line: U251. Synergy scores: CSS=54.7, Synergy_ZIP=3.22, Synergy_Bliss=3.27, Synergy_Loewe=4.11, Synergy_HSA=4.37. (6) Drug 1: CC1=CC2C(CCC3(C2CCC3(C(=O)C)OC(=O)C)C)C4(C1=CC(=O)CC4)C. Drug 2: COCCOC1=C(C=C2C(=C1)C(=NC=N2)NC3=CC=CC(=C3)C#C)OCCOC.Cl. Cell line: A549. Synergy scores: CSS=14.1, Synergy_ZIP=0.491, Synergy_Bliss=3.42, Synergy_Loewe=5.00, Synergy_HSA=7.43.